This data is from Forward reaction prediction with 1.9M reactions from USPTO patents (1976-2016). The task is: Predict the product of the given reaction. Given the reactants [F:1][C:2]1[CH:10]=[CH:9][CH:8]=[C:7]([F:11])[C:3]=1[C:4]([OH:6])=O.[CH3:12][C:13]1[N:18]=[CH:17][C:16]([CH:19]([N:22]2[CH2:27][CH2:26][O:25][CH2:24][CH2:23]2)[CH2:20][NH2:21])=[CH:15][N:14]=1, predict the reaction product. The product is: [F:11][C:7]1[CH:8]=[CH:9][CH:10]=[C:2]([F:1])[C:3]=1[C:4]([NH:21][CH2:20][CH:19]([C:16]1[CH:17]=[N:18][C:13]([CH3:12])=[N:14][CH:15]=1)[N:22]1[CH2:23][CH2:24][O:25][CH2:26][CH2:27]1)=[O:6].